This data is from Forward reaction prediction with 1.9M reactions from USPTO patents (1976-2016). The task is: Predict the product of the given reaction. (1) The product is: [C:1]([C:3]1[CH:4]=[C:5]([C:18]2[CH:19]=[CH:20][C:21]3[N:22]([C:24]([S:27][C:28]4[CH:29]=[CH:30][C:31]5[N:32]([CH:34]=[C:35]([NH:37][C:38]([CH:40]6[CH2:42][CH2:41]6)=[O:39])[N:36]=5)[N:33]=4)=[N:25][N:26]=3)[CH:23]=2)[CH:6]=[N:7][C:8]=1[OH:9])#[N:2].[C:43]([OH:49])([C:45]([F:48])([F:47])[F:46])=[O:44]. Given the reactants [C:1]([C:3]1[CH:4]=[C:5]([C:18]2[CH:19]=[CH:20][C:21]3[N:22]([C:24]([S:27][C:28]4[CH:29]=[CH:30][C:31]5[N:32]([CH:34]=[C:35]([NH:37][C:38]([CH:40]6[CH2:42][CH2:41]6)=[O:39])[N:36]=5)[N:33]=4)=[N:25][N:26]=3)[CH:23]=2)[CH:6]=[N:7][C:8]=1[O:9]COCC[Si](C)(C)C)#[N:2].[C:43]([OH:49])([C:45]([F:48])([F:47])[F:46])=[O:44].C(Cl)Cl, predict the reaction product. (2) Given the reactants [Cl:1][C:2]1[CH:3]=[N:4][CH:5]=[C:6]([Cl:9])[C:7]=1[Cl:8].[OH:10]O, predict the reaction product. The product is: [Cl:1][C:2]1[CH:3]=[N+:4]([O-:10])[CH:5]=[C:6]([Cl:9])[C:7]=1[Cl:8]. (3) Given the reactants Br[C:2]1[CH:3]=[C:4]2[C:9](=[CH:10][CH:11]=1)[N:8]=[C:7]([O:12][CH2:13][CH2:14][O:15][CH2:16][CH2:17][O:18][CH2:19][CH2:20][OH:21])[CH:6]=[CH:5]2.[CH3:22][N:23]([CH3:33])[C:24]1[CH:29]=[CH:28][C:27](B(O)O)=[CH:26][CH:25]=1.C(=O)([O-])[O-].[Na+].[Na+].C1(C)C=CC=CC=1, predict the reaction product. The product is: [CH3:22][N:23]([CH3:33])[C:24]1[CH:29]=[CH:28][C:27]([C:2]2[CH:3]=[C:4]3[C:9](=[CH:10][CH:11]=2)[N:8]=[C:7]([O:12][CH2:13][CH2:14][O:15][CH2:16][CH2:17][O:18][CH2:19][CH2:20][OH:21])[CH:6]=[CH:5]3)=[CH:26][CH:25]=1.